This data is from Reaction yield outcomes from USPTO patents with 853,638 reactions. The task is: Predict the reaction yield, written as a fraction of the theoretical maximum amount of product (1.0 means a 100% yield; for example, 0.34 means a 34% yield). (1) The reactants are [O:1]1[C:5]2[CH:6]=[CH:7][C:8]([CH2:10][CH2:11][C:12]([NH:14][C:15]3[CH:24]=[CH:23][C:18]([C:19](OC)=[O:20])=[CH:17][CH:16]=3)=[O:13])=[CH:9][C:4]=2[O:3][CH2:2]1.O.[NH2:26][NH2:27]. The catalyst is CCO. The product is [O:1]1[C:5]2[CH:6]=[CH:7][C:8]([CH2:10][CH2:11][C:12]([NH:14][C:15]3[CH:24]=[CH:23][C:18]([C:19]([NH:26][NH2:27])=[O:20])=[CH:17][CH:16]=3)=[O:13])=[CH:9][C:4]=2[O:3][CH2:2]1. The yield is 0.650. (2) The reactants are [NH2:1][C:2]1[CH:7]=[C:6]([Cl:8])[CH:5]=[CH:4][N:3]=1.C(N([CH2:14][CH3:15])CC)C.Cl[C:17]([O:19][C:20]1[CH:25]=[CH:24][CH:23]=[CH:22][CH:21]=1)=[O:18]. The catalyst is O1CCCC1. The product is [C:20]1([O:19][C:17](=[O:18])[N:1]([C:2]2[CH:7]=[C:6]([Cl:8])[CH:5]=[CH:4][N:3]=2)[C:17]([O:19][C:15]2[CH:14]=[CH:22][CH:21]=[CH:20][CH:25]=2)=[O:18])[CH:25]=[CH:24][CH:23]=[CH:22][CH:21]=1. The yield is 0.263. (3) The reactants are Cl.[CH2:2]([N:4]([CH2:8][CH3:9])[CH2:5][CH2:6]Cl)[CH3:3].[NH2:10][CH2:11][CH2:12][OH:13]. The catalyst is [OH-].[Na+]. The product is [CH2:2]([N:4]([CH2:8][CH3:9])[CH2:5][CH2:6][NH:10][CH2:11][CH2:12][OH:13])[CH3:3]. The yield is 0.450.